This data is from Forward reaction prediction with 1.9M reactions from USPTO patents (1976-2016). The task is: Predict the product of the given reaction. (1) Given the reactants Cl[C:2]1[N:3]=[CH:4][C:5]([C:8]([N:10]2[CH2:15][CH2:14][C:13]3[NH:16][C:17]([C:19]4[C:27]5[C:22](=[CH:23][C:24]([C:28]6[CH:33]=[C:32]([F:34])[C:31]([OH:35])=[CH:30][C:29]=6[CH2:36][CH3:37])=[CH:25][CH:26]=5)[NH:21][N:20]=4)=[N:18][C:12]=3[CH2:11]2)=[O:9])=[N:6][CH:7]=1.[NH:38]1[CH2:43][CH2:42][O:41][CH2:40][CH2:39]1, predict the reaction product. The product is: [CH2:36]([C:29]1[CH:30]=[C:31]([OH:35])[C:32]([F:34])=[CH:33][C:28]=1[C:24]1[CH:23]=[C:22]2[C:27]([C:19]([C:17]3[NH:16][C:13]4[CH2:14][CH2:15][N:10]([C:8]([C:5]5[CH:4]=[N:3][C:2]([N:38]6[CH2:43][CH2:42][O:41][CH2:40][CH2:39]6)=[CH:7][N:6]=5)=[O:9])[CH2:11][C:12]=4[N:18]=3)=[N:20][NH:21]2)=[CH:26][CH:25]=1)[CH3:37]. (2) Given the reactants CN(C)CCN(C)C.C(=O)=O.C([Li])(CC)C.C1CCCCC1.[Cl:23][C:24]1[CH:25]=[C:26]([CH:30]=[CH:31][C:32]=1[F:33])[C:27]([OH:29])=[O:28].[Cl:34]C(Cl)(Cl)C(Cl)(Cl)Cl, predict the reaction product. The product is: [Cl:34][C:25]1[C:24]([Cl:23])=[C:32]([F:33])[CH:31]=[CH:30][C:26]=1[C:27]([OH:29])=[O:28]. (3) Given the reactants [NH2:1][C:2]1[N:7]=[C:6]([Cl:8])[CH:5]=[C:4](Cl)[N:3]=1.C(=O)(O)[O-].[Na+].O.[C:16]([O:20][C:21](=[O:39])[C:22]1[CH:27]=[C:26](B2OC(C)(C)C(C)(C)O2)[C:25]([CH3:37])=[CH:24][C:23]=1[CH3:38])([CH3:19])([CH3:18])[CH3:17], predict the reaction product. The product is: [C:16]([O:20][C:21](=[O:39])[C:22]1[CH:27]=[C:26]([C:4]2[CH:5]=[C:6]([Cl:8])[N:7]=[C:2]([NH2:1])[N:3]=2)[C:25]([CH3:37])=[CH:24][C:23]=1[CH3:38])([CH3:19])([CH3:18])[CH3:17]. (4) Given the reactants [C:1]1([C:21]2[CH:26]=[CH:25][CH:24]=[CH:23][CH:22]=2)[CH:6]=[CH:5][C:4]([O:7][CH2:8][CH2:9][CH2:10][CH2:11][CH2:12][CH2:13][CH:14]([C:16]2[N:17]=[N:18][NH:19][N:20]=2)[OH:15])=[CH:3][CH:2]=1.CC(C)=O.OS(O)(=O)=O.O=[Cr](=O)=O, predict the reaction product. The product is: [C:1]1([C:21]2[CH:26]=[CH:25][CH:24]=[CH:23][CH:22]=2)[CH:6]=[CH:5][C:4]([O:7][CH2:8][CH2:9][CH2:10][CH2:11][CH2:12][CH2:13][C:14]([C:16]2[N:17]=[N:18][NH:19][N:20]=2)=[O:15])=[CH:3][CH:2]=1. (5) Given the reactants [CH3:1][N:2]1[CH2:6][CH2:5][CH2:4][C@H:3]1[C:7]1[CH:8]=[C:9]([CH:13]=[CH:14][C:15]#[N:16])[CH:10]=[N:11][CH:12]=1, predict the reaction product. The product is: [CH3:1][N:2]1[CH2:6][CH2:5][CH2:4][C@H:3]1[C:7]1[CH:8]=[C:9]([CH2:13][CH2:14][C:15]#[N:16])[CH:10]=[N:11][CH:12]=1.